Dataset: Forward reaction prediction with 1.9M reactions from USPTO patents (1976-2016). Task: Predict the product of the given reaction. (1) Given the reactants [Br:1][C:2]1[CH:7]=[CH:6][C:5]([CH2:8][C:9](=O)[CH3:10])=[CH:4][CH:3]=1.N.CO.[BH4-].[Na+].[NH4+].[OH-].C([N:21](CC)CC)C.[C:26](O[C:26]([O:28][C:29]([CH3:32])([CH3:31])[CH3:30])=[O:27])([O:28][C:29]([CH3:32])([CH3:31])[CH3:30])=[O:27], predict the reaction product. The product is: [Br:1][C:2]1[CH:7]=[CH:6][C:5]([CH2:8][CH:9]([NH:21][C:26](=[O:27])[O:28][C:29]([CH3:32])([CH3:31])[CH3:30])[CH3:10])=[CH:4][CH:3]=1. (2) Given the reactants [F:1][C:2]1[C:7]([F:8])=[C:6]([N:9]2[CH2:14][CH2:13][O:12][CH2:11][CH2:10]2)[CH:5]=[CH:4][C:3]=1[N:15]1[CH:20]=[C:19]([O:21][CH3:22])[C:18](=[O:23])[C:17]([C:24](O)=[O:25])=[N:16]1.Cl.[CH3:28][NH:29][O:30][CH3:31].C1C=CC2N(O)N=NC=2C=1.C(N(CC)CC)C.CCN=C=NCCCN(C)C, predict the reaction product. The product is: [F:1][C:2]1[C:7]([F:8])=[C:6]([N:9]2[CH2:10][CH2:11][O:12][CH2:13][CH2:14]2)[CH:5]=[CH:4][C:3]=1[N:15]1[CH:20]=[C:19]([O:21][CH3:22])[C:18](=[O:23])[C:17]([C:24]([N:29]([O:30][CH3:31])[CH3:28])=[O:25])=[N:16]1.